Dataset: Reaction yield outcomes from USPTO patents with 853,638 reactions. Task: Predict the reaction yield, written as a fraction of the theoretical maximum amount of product (1.0 means a 100% yield; for example, 0.34 means a 34% yield). (1) The reactants are [N+:1]([C:4]1[CH:8]=[CH:7][NH:6][N:5]=1)([O-:3])=[O:2].[H-].[Na+].[CH2:11](Br)[C:12]1[CH:17]=[CH:16][CH:15]=[CH:14][CH:13]=1. The catalyst is CN(C)C=O. The product is [CH2:11]([N:6]1[CH:7]=[CH:8][C:4]([N+:1]([O-:3])=[O:2])=[N:5]1)[C:12]1[CH:17]=[CH:16][CH:15]=[CH:14][CH:13]=1. The yield is 0.840. (2) The reactants are [CH3:1][C:2]1[CH:3]=[CH:4][C:5]([NH:8][CH:9]2[CH2:14][CH2:13][NH:12][CH2:11][CH2:10]2)=[N:6][CH:7]=1.C(=O)([O-])O.[Na+].BrC1C=CC(S(O[CH2:31][CH2:32][CH:33]([CH:35]2[CH2:40][CH2:39][CH2:38][CH2:37][CH2:36]2)[OH:34])(=O)=O)=CC=1. The catalyst is COCCOC. The product is [CH:35]1([CH:33]([OH:34])[CH2:32][CH2:31][N:12]2[CH2:13][CH2:14][CH:9]([NH:8][C:5]3[CH:4]=[CH:3][C:2]([CH3:1])=[CH:7][N:6]=3)[CH2:10][CH2:11]2)[CH2:40][CH2:39][CH2:38][CH2:37][CH2:36]1. The yield is 0.596.